Task: Predict the reactants needed to synthesize the given product.. Dataset: Full USPTO retrosynthesis dataset with 1.9M reactions from patents (1976-2016) (1) Given the product [N:24]1[CH:29]=[CH:28][C:27]([C:2]2[C:10]3[C:9](=[O:11])[N:8]([CH2:12][CH2:13][C:14]4[CH:23]=[CH:22][C:21]5[C:16](=[CH:17][CH:18]=[CH:19][CH:20]=5)[N:15]=4)[N:7]=[CH:6][C:5]=3[S:4][CH:3]=2)=[CH:26][CH:25]=1, predict the reactants needed to synthesize it. The reactants are: Br[C:2]1[C:10]2[C:9](=[O:11])[N:8]([CH2:12][CH2:13][C:14]3[CH:23]=[CH:22][C:21]4[C:16](=[CH:17][CH:18]=[CH:19][CH:20]=4)[N:15]=3)[N:7]=[CH:6][C:5]=2[S:4][CH:3]=1.[N:24]1[CH:29]=[CH:28][C:27](B(O)O)=[CH:26][CH:25]=1.C([O-])([O-])=O.[K+].[K+]. (2) Given the product [ClH:44].[ClH:44].[CH3:1][N:2]([CH3:47])[CH2:3][C:4]([O:6][CH2:7][CH2:8][O:9][C:10]1[CH:11]=[CH:12][C:13]([C:16]2[C:21]([C:22]#[N:23])=[C:20]([NH:24][C:25](=[O:30])[CH2:26][N:27]([CH3:28])[CH3:29])[N:19]=[C:18]([S:31][CH2:32][C:33]3[N:34]=[C:35]([C:38]4[CH:39]=[CH:40][C:41]([Cl:44])=[CH:42][CH:43]=4)[S:36][CH:37]=3)[C:17]=2[C:45]#[N:46])=[CH:14][CH:15]=1)=[O:5], predict the reactants needed to synthesize it. The reactants are: [CH3:1][N:2]([CH3:47])[CH2:3][C:4]([O:6][CH2:7][CH2:8][O:9][C:10]1[CH:15]=[CH:14][C:13]([C:16]2[C:21]([C:22]#[N:23])=[C:20]([NH:24][C:25](=[O:30])[CH2:26][N:27]([CH3:29])[CH3:28])[N:19]=[C:18]([S:31][CH2:32][C:33]3[N:34]=[C:35]([C:38]4[CH:43]=[CH:42][C:41]([Cl:44])=[CH:40][CH:39]=4)[S:36][CH:37]=3)[C:17]=2[C:45]#[N:46])=[CH:12][CH:11]=1)=[O:5].C(#N)C. (3) Given the product [CH2:18]([O:17][C:13](=[O:16])[CH2:14][NH:1][C:2]1[CH:7]=[CH:6][C:5]([NH:8][S:9]([CH3:12])(=[O:11])=[O:10])=[CH:4][CH:3]=1)[CH3:19], predict the reactants needed to synthesize it. The reactants are: [NH2:1][C:2]1[CH:7]=[CH:6][C:5]([NH:8][S:9]([CH3:12])(=[O:11])=[O:10])=[CH:4][CH:3]=1.[C:13]([O:17][CH2:18][CH3:19])(=[O:16])[CH:14]=O.C(O)(=O)C.ClC(Cl)C.C(O[BH-](OC(=O)C)OC(=O)C)(=O)C.[Na+]. (4) Given the product [CH2:1]([O:3][C:4]([C:6]1[CH:7]=[C:8]2[C:13](=[CH:14][CH:15]=1)[NH:12][CH:11]([C:16]1[CH:17]=[C:18]([N:26]3[CH2:30][CH2:29][CH2:28][CH2:27]3)[CH:19]=[C:20]([F:22])[CH:21]=1)[C:10]([CH3:25])([CH3:24])[CH2:9]2)=[O:5])[CH3:2], predict the reactants needed to synthesize it. The reactants are: [CH2:1]([O:3][C:4]([C:6]1[CH:7]=[C:8]2[C:13](=[CH:14][CH:15]=1)[NH:12][CH:11]([C:16]1[CH:21]=[C:20]([F:22])[CH:19]=[C:18](Br)[CH:17]=1)[C:10]([CH3:25])([CH3:24])[CH2:9]2)=[O:5])[CH3:2].[NH:26]1[CH2:30][CH2:29][CH2:28][CH2:27]1.[OH-].[K+].C(OCC)(=O)C. (5) Given the product [CH3:16][O:15][C:12]1[CH:13]=[CH:14][C:9]([O:8][C:6]2[C:5]([N+:17]([O-:19])=[O:18])=[CH:4][N:3]=[C:2]([NH:28][C:25]3[CH:26]=[CH:27][C:22]([O:21][CH3:20])=[CH:23][CH:24]=3)[N:7]=2)=[CH:10][CH:11]=1, predict the reactants needed to synthesize it. The reactants are: Cl[C:2]1[N:7]=[C:6]([O:8][C:9]2[CH:14]=[CH:13][C:12]([O:15][CH3:16])=[CH:11][CH:10]=2)[C:5]([N+:17]([O-:19])=[O:18])=[CH:4][N:3]=1.[CH3:20][O:21][C:22]1[CH:27]=[CH:26][C:25]([NH2:28])=[CH:24][CH:23]=1. (6) Given the product [NH:44]1[C:45]2[CH:50]=[CH:49][CH:48]=[CH:47][C:46]=2[N:51]=[C:12]1[CH:11]([NH:10][C:8](=[O:9])[O:7][C:3]([CH3:6])([CH3:5])[CH3:4])[CH2:15][C:16]1[C:21]([F:22])=[C:20]([F:23])[C:19]([O:24][CH3:25])=[C:18]([F:26])[C:17]=1[F:27], predict the reactants needed to synthesize it. The reactants are: N#N.[C:3]([O:7][C:8]([NH:10][CH:11]([CH2:15][C:16]1[C:21]([F:22])=[C:20]([F:23])[C:19]([O:24][CH3:25])=[C:18]([F:26])[C:17]=1[F:27])[C:12](O)=O)=[O:9])([CH3:6])([CH3:5])[CH3:4].C(N1CCOCC1)C.CN(C(O[N:44]1N=[N:51][C:46]2[CH:47]=[CH:48][CH:49]=[CH:50][C:45]1=2)=[N+](C)C)C.[B-](F)(F)(F)F.C1(N)C(N)=CC=CC=1.